From a dataset of Catalyst prediction with 721,799 reactions and 888 catalyst types from USPTO. Predict which catalyst facilitates the given reaction. Reactant: [S:1](Cl)([C:4]1[CH:10]=[CH:9][C:7]([CH3:8])=[CH:6][CH:5]=1)(=[O:3])=[O:2].[OH:12][CH2:13][CH2:14][NH:15][CH2:16][CH:17]([OH:19])[CH3:18]. Product: [OH:19][CH:17]([CH3:18])[CH2:16][N:15]([S:1]([C:4]1[CH:10]=[CH:9][C:7]([CH3:8])=[CH:6][CH:5]=1)(=[O:3])=[O:2])[CH2:14][CH2:13][O:12][S:1]([C:4]1[CH:10]=[CH:9][C:7]([CH3:8])=[CH:6][CH:5]=1)(=[O:3])=[O:2]. The catalyst class is: 17.